Dataset: Full USPTO retrosynthesis dataset with 1.9M reactions from patents (1976-2016). Task: Predict the reactants needed to synthesize the given product. (1) Given the product [CH3:28][S:29]([NH:1][C:2]1[CH:17]=[CH:16][C:5]([C:6]([O:8][CH2:9][C:10]2[CH:15]=[CH:14][CH:13]=[CH:12][CH:11]=2)=[O:7])=[CH:4][C:3]=1[O:18][CH2:19][CH2:20][O:21][CH:22]1[CH2:27][CH2:26][CH2:25][CH2:24][O:23]1)(=[O:31])=[O:30], predict the reactants needed to synthesize it. The reactants are: [NH2:1][C:2]1[CH:17]=[CH:16][C:5]([C:6]([O:8][CH2:9][C:10]2[CH:15]=[CH:14][CH:13]=[CH:12][CH:11]=2)=[O:7])=[CH:4][C:3]=1[O:18][CH2:19][CH2:20][O:21][CH:22]1[CH2:27][CH2:26][CH2:25][CH2:24][O:23]1.[CH3:28][S:29](Cl)(=[O:31])=[O:30]. (2) Given the product [OH:11][C:4]1[C:5]([CH3:10])=[N:6][CH:7]=[C:8]([CH3:9])[C:3]=1[CH:2]=[O:1], predict the reactants needed to synthesize it. The reactants are: [OH:1][CH2:2][C:3]1[C:8]([CH3:9])=[CH:7][N:6]=[C:5]([CH3:10])[C:4]=1[OH:11]. (3) Given the product [Cl:11][C:12]1[N:17]=[CH:16][N:15]=[C:14]([N:18]2[CH2:23][CH2:22][N:21]([S:24]([CH2:27][CH:28]([N:37]([OH:38])[CH:5]=[O:7])[C:29]3[CH:34]=[CH:33][C:32]([Cl:35])=[C:31]([Cl:36])[CH:30]=3)(=[O:25])=[O:26])[CH2:20][CH2:19]2)[CH:13]=1, predict the reactants needed to synthesize it. The reactants are: C(O[C:5](=[O:7])C)(=O)C.C(O)=O.[Cl:11][C:12]1[N:17]=[CH:16][N:15]=[C:14]([N:18]2[CH2:23][CH2:22][N:21]([S:24]([CH2:27][CH:28]([NH:37][OH:38])[C:29]3[CH:34]=[CH:33][C:32]([Cl:35])=[C:31]([Cl:36])[CH:30]=3)(=[O:26])=[O:25])[CH2:20][CH2:19]2)[CH:13]=1. (4) Given the product [Cl:58][C:55]1[CH:56]=[CH:57][C:52]([NH:51][C:49]2[N:48]([CH3:63])[C:47]3[CH:64]=[CH:65][C:44]([O:43][C:8]4([C:6]([OH:7])=[O:5])[CH:13]=[CH:12][CH:11]=[CH:10][NH:9]4)=[CH:45][C:46]=3[N:50]=2)=[CH:53][C:54]=1[C:59]([F:62])([F:61])[F:60], predict the reactants needed to synthesize it. The reactants are: C([O:5][C:6]([C:8]1[CH:13]=[C:12](OC2C=CC(NC)=C(N)C=2)[CH:11]=[CH:10][N:9]=1)=[O:7])(C)(C)C.NC(N)=S.IC.C(OC(C1C=C([O:43][C:44]2[CH:65]=[CH:64][C:47]3[N:48]([CH3:63])[C:49]([NH:51][C:52]4[CH:57]=[CH:56][C:55]([Cl:58])=[C:54]([C:59]([F:62])([F:61])[F:60])[CH:53]=4)=[N:50][C:46]=3[CH:45]=2)C=CN=1)=O)(C)(C)C.FC(F)(F)C(O)=O. (5) Given the product [C:13]([C:11]1[CH:10]=[C:7]([CH:6]=[C:5]([C:1]([CH3:4])([CH3:3])[CH3:2])[CH:12]=1)[CH2:8][NH2:9])([CH3:16])([CH3:15])[CH3:14], predict the reactants needed to synthesize it. The reactants are: [C:1]([C:5]1[CH:6]=[C:7]([CH:10]=[C:11]([C:13]([CH3:16])([CH3:15])[CH3:14])[CH:12]=1)[C:8]#[N:9])([CH3:4])([CH3:3])[CH3:2].[H-].[Al+3].[Li+].[H-].[H-].[H-].